From a dataset of Aqueous solubility values for 9,982 compounds from the AqSolDB database. Regression/Classification. Given a drug SMILES string, predict its absorption, distribution, metabolism, or excretion properties. Task type varies by dataset: regression for continuous measurements (e.g., permeability, clearance, half-life) or binary classification for categorical outcomes (e.g., BBB penetration, CYP inhibition). For this dataset (solubility_aqsoldb), we predict Y. The drug is CCC(C)(C)CC. The Y is -4.23 log mol/L.